From a dataset of NCI-60 drug combinations with 297,098 pairs across 59 cell lines. Regression. Given two drug SMILES strings and cell line genomic features, predict the synergy score measuring deviation from expected non-interaction effect. (1) Drug 1: CC1=C(C(=O)C2=C(C1=O)N3CC4C(C3(C2COC(=O)N)OC)N4)N. Drug 2: CC1C(C(CC(O1)OC2CC(CC3=C2C(=C4C(=C3O)C(=O)C5=C(C4=O)C(=CC=C5)OC)O)(C(=O)CO)O)N)O.Cl. Cell line: LOX IMVI. Synergy scores: CSS=58.4, Synergy_ZIP=-0.267, Synergy_Bliss=-0.683, Synergy_Loewe=3.36, Synergy_HSA=4.84. (2) Cell line: OVCAR-5. Drug 2: CC(C)NC(=O)C1=CC=C(C=C1)CNNC.Cl. Synergy scores: CSS=24.3, Synergy_ZIP=-6.35, Synergy_Bliss=0.180, Synergy_Loewe=-67.3, Synergy_HSA=0.461. Drug 1: CC1CCC2CC(C(=CC=CC=CC(CC(C(=O)C(C(C(=CC(C(=O)CC(OC(=O)C3CCCCN3C(=O)C(=O)C1(O2)O)C(C)CC4CCC(C(C4)OC)O)C)C)O)OC)C)C)C)OC. (3) Synergy scores: CSS=18.3, Synergy_ZIP=-6.76, Synergy_Bliss=-2.23, Synergy_Loewe=-19.2, Synergy_HSA=-0.1000. Drug 1: C1=NC2=C(N=C(N=C2N1C3C(C(C(O3)CO)O)O)F)N. Cell line: KM12. Drug 2: CCC1=C2CN3C(=CC4=C(C3=O)COC(=O)C4(CC)O)C2=NC5=C1C=C(C=C5)O. (4) Drug 1: C1=C(C(=O)NC(=O)N1)N(CCCl)CCCl. Drug 2: CC1=C(C(=CC=C1)Cl)NC(=O)C2=CN=C(S2)NC3=CC(=NC(=N3)C)N4CCN(CC4)CCO. Cell line: SF-268. Synergy scores: CSS=15.9, Synergy_ZIP=4.58, Synergy_Bliss=7.51, Synergy_Loewe=3.84, Synergy_HSA=6.17. (5) Drug 1: CCN(CC)CCNC(=O)C1=C(NC(=C1C)C=C2C3=C(C=CC(=C3)F)NC2=O)C. Drug 2: CCC1(C2=C(COC1=O)C(=O)N3CC4=CC5=C(C=CC(=C5CN(C)C)O)N=C4C3=C2)O.Cl. Cell line: UACC62. Synergy scores: CSS=41.3, Synergy_ZIP=-2.22, Synergy_Bliss=-2.84, Synergy_Loewe=-45.9, Synergy_HSA=-3.00. (6) Drug 1: CS(=O)(=O)C1=CC(=C(C=C1)C(=O)NC2=CC(=C(C=C2)Cl)C3=CC=CC=N3)Cl. Drug 2: CN1CCC(CC1)COC2=C(C=C3C(=C2)N=CN=C3NC4=C(C=C(C=C4)Br)F)OC. Cell line: SNB-19. Synergy scores: CSS=4.41, Synergy_ZIP=-0.962, Synergy_Bliss=2.92, Synergy_Loewe=-0.0270, Synergy_HSA=2.04.